Task: Predict the reaction yield, written as a fraction of the theoretical maximum amount of product (1.0 means a 100% yield; for example, 0.34 means a 34% yield).. Dataset: Reaction yield outcomes from USPTO patents with 853,638 reactions (1) The reactants are [Br:1][C:2]1[CH:3]=[C:4]([N:10]=C(C2C=CC=CC=2)C2C=CC=CC=2)[C:5](=[O:9])[N:6]([CH3:8])[CH:7]=1.O1CCOCC1. The yield is 0.520. The product is [NH2:10][C:4]1[C:5](=[O:9])[N:6]([CH3:8])[CH:7]=[C:2]([Br:1])[CH:3]=1. The catalyst is C(OCC)(=O)C. (2) The reactants are [CH2:1]([O:3][C:4]([C:6]1[C:15](=[O:16])[C:14]2[C:9](=[C:10](Br)[CH:11]=[CH:12][C:13]=2[O:17][CH3:18])[NH:8][CH:7]=1)=[O:5])[CH3:2].C([O-])(=O)C.[Na+]. The catalyst is C(O)(=O)C.[Pd]. The product is [CH2:1]([O:3][C:4]([C:6]1[C:15](=[O:16])[C:14]2[C:9](=[CH:10][CH:11]=[CH:12][C:13]=2[O:17][CH3:18])[NH:8][CH:7]=1)=[O:5])[CH3:2]. The yield is 0.570.